From a dataset of Forward reaction prediction with 1.9M reactions from USPTO patents (1976-2016). Predict the product of the given reaction. (1) Given the reactants [CH:1]1([C:5]2[CH:14]=[C:13]([CH3:15])[CH:12]=[CH:11][C:6]=2[C:7]([O:9][CH3:10])=[O:8])[CH2:4][CH2:3][CH2:2]1.[I:16]N1C(=O)CCC1=O.CO, predict the reaction product. The product is: [CH:1]1([C:5]2[CH:14]=[C:13]([CH3:15])[C:12]([I:16])=[CH:11][C:6]=2[C:7]([O:9][CH3:10])=[O:8])[CH2:4][CH2:3][CH2:2]1. (2) Given the reactants [CH2:1]([N:8]([C@H:30]([CH:32]1[CH2:34][CH2:33]1)[CH3:31])[C:9](=[O:29])[CH2:10][NH:11][C:12](=[O:28])[NH:13][C@:14]1([C:24]([O:26]C)=O)[C:22]2[C:17](=[CH:18][C:19]([Br:23])=[CH:20][CH:21]=2)[CH2:16][CH2:15]1)[C:2]1[CH:7]=[CH:6][CH:5]=[CH:4][CH:3]=1.[Li+].[OH-], predict the reaction product. The product is: [CH2:1]([N:8]([C@H:30]([CH:32]1[CH2:34][CH2:33]1)[CH3:31])[C:9](=[O:29])[CH2:10][N:11]1[C:24](=[O:26])[C@:14]2([C:22]3[C:17](=[CH:18][C:19]([Br:23])=[CH:20][CH:21]=3)[CH2:16][CH2:15]2)[NH:13][C:12]1=[O:28])[C:2]1[CH:3]=[CH:4][CH:5]=[CH:6][CH:7]=1. (3) The product is: [CH3:2][CH2:1][NH:3][C:6]([CH2:7][CH2:8][CH2:9]/[CH:10]=[CH:11]\[CH2:12][C@@H:13]1[C@@H:14](/[CH:20]=[CH:21]/[C@@H:22]([OH:31])[CH2:23][CH2:24][C:25]2[CH:30]=[CH:29][CH:28]=[CH:27][CH:26]=2)[C@H:15]([OH:19])[CH2:16][C@@H:17]1[OH:18])=[O:5]. Given the reactants [CH2:1]([NH2:3])[CH3:2].C[O:5][C:6](=O)[CH2:7][CH2:8][CH2:9]/[CH:10]=[CH:11]\[CH2:12][C@H:13]1[C@@H:17]([OH:18])[CH2:16][C@@H:15]([OH:19])[C@@H:14]1[CH:20]=[CH:21][C@H:22]([OH:31])[CH2:23][CH2:24][C:25]1[CH:30]=[CH:29][CH:28]=[CH:27][CH:26]=1, predict the reaction product. (4) The product is: [CH2:29]([O:28][C:26]([C:25]1[C:24]([CH3:31])=[N:1][C:2]2[C:3]([C:21]=1[NH2:22])=[C:4]([O:5][CH:6]1[CH2:11][CH2:10][CH:9]([C:12](=[O:13])[NH:14][CH:15]([CH3:17])[CH3:16])[CH2:8][CH2:7]1)[CH:18]=[CH:19][CH:20]=2)=[O:27])[CH3:30]. Given the reactants [NH2:1][C:2]1[C:3]([C:21]#[N:22])=[C:4]([CH:18]=[CH:19][CH:20]=1)[O:5][CH:6]1[CH2:11][CH2:10][CH:9]([C:12]([NH:14][CH:15]([CH3:17])[CH3:16])=[O:13])[CH2:8][CH2:7]1.O=[C:24]([CH3:31])[CH2:25][C:26]([O:28][CH2:29][CH3:30])=[O:27], predict the reaction product. (5) Given the reactants C(O[C:5](=[O:7])[CH3:6])(=O)C.[NH2:8][C:9]1[CH:16]=[CH:15][C:12]([C:13]#[N:14])=[C:11]([CH3:17])[C:10]=1[CH3:18], predict the reaction product. The product is: [C:13]([C:12]1[CH:15]=[CH:16][C:9]([NH:8][C:5](=[O:7])[CH3:6])=[C:10]([CH3:18])[C:11]=1[CH3:17])#[N:14]. (6) Given the reactants [N:1]1[CH:6]=[CH:5][C:4]([NH:7][C:8](=[O:14])[O:9][C:10]([CH3:13])([CH3:12])[CH3:11])=[CH:3][CH:2]=1.[N+:15](C1C=C([N+]([O-])=O)C=CC=1ON)([O-])=O.C([O-])([O-])=O.[K+].[K+].[C:35]([O:39][CH2:40][CH3:41])(=[O:38])[C:36]#[CH:37], predict the reaction product. The product is: [C:10]([O:9][C:8]([NH:7][C:4]1[CH:3]=[CH:2][N:1]2[N:15]=[CH:37][C:36]([C:35]([O:39][CH2:40][CH3:41])=[O:38])=[C:6]2[CH:5]=1)=[O:14])([CH3:11])([CH3:13])[CH3:12]. (7) Given the reactants [NH2:1][C:2]1[N:7]=[CH:6][C:5]([S:8]([N:11]2[CH2:16][CH2:15][N:14]([C:17]3[N:22]=[CH:21][C:20]([C@:23]([OH:29])([CH3:28])[C:24]([F:27])([F:26])[F:25])=[CH:19][N:18]=3)[C@@H:13]([C:30]#[C:31][CH3:32])[CH2:12]2)(=[O:10])=[O:9])=[CH:4][CH:3]=1.NC1N=CC(S(N2CCN(C3N=CC([C@@](O)(C)C(F)(F)F)=CN=3)[C@H](C#CC)C2)(=O)=O)=CC=1.NC1N=CC(S(N2CCN(C3N=CC([C@](O)(C)C(F)(F)F)=CN=3)[C@H](C#CC)C2)(=O)=O)=CC=1, predict the reaction product. The product is: [NH2:1][C:2]1[N:7]=[CH:6][C:5]([S:8]([N:11]2[CH2:16][CH2:15][N:14]([C:17]3[N:22]=[CH:21][C:20]([C@@:23]([OH:29])([CH3:28])[C:24]([F:27])([F:26])[F:25])=[CH:19][N:18]=3)[C@@H:13]([C:30]#[C:31][CH3:32])[CH2:12]2)(=[O:9])=[O:10])=[CH:4][CH:3]=1. (8) Given the reactants [CH:1]1([CH3:11])[CH2:6][CH2:5][CH:4]([CH:7]([CH3:9])[CH3:8])[CH:3]([OH:10])[CH2:2]1.[H][H], predict the reaction product. The product is: [CH3:11][C@H:1]1[CH2:2][C@@H:3]([OH:10])[C@H:4]([CH:7]([CH3:9])[CH3:8])[CH2:5][CH2:6]1.